The task is: Predict the product of the given reaction.. This data is from Forward reaction prediction with 1.9M reactions from USPTO patents (1976-2016). (1) Given the reactants [CH3:1][CH:2]1[NH:7][CH2:6][CH2:5][N:4]([C:8]([O:10][C:11]([CH3:14])([CH3:13])[CH3:12])=[O:9])[CH2:3]1.CCN(C(C)C)C(C)C.Cl[C:25]([O:27][CH:28]([CH3:30])[CH3:29])=[O:26], predict the reaction product. The product is: [CH3:1][CH:2]1[CH2:3][N:4]([C:8]([O:10][C:11]([CH3:13])([CH3:12])[CH3:14])=[O:9])[CH2:5][CH2:6][N:7]1[C:25]([O:27][CH:28]([CH3:30])[CH3:29])=[O:26]. (2) Given the reactants ClN1[CH:11]=[C:10]([Cl:12])[C:9]2[C:4](=[CH:5][C:6]([O:13][CH3:14])=[CH:7][CH:8]=2)C1.C([O-])([O-])=O.[Cs+].[Cs+].[CH:21]([C:24]1[CH:28]=[CH:27][NH:26][N:25]=1)([CH3:23])[CH3:22].[CH3:29][N:30](C=O)C, predict the reaction product. The product is: [Cl:12][C:10]1[C:9]2[C:4](=[CH:5][C:6]([O:13][CH3:14])=[CH:7][CH:8]=2)[N:30]=[C:29]([N:26]2[CH:27]=[CH:28][C:24]([CH:21]([CH3:23])[CH3:22])=[N:25]2)[CH:11]=1. (3) Given the reactants [C:1]([N:6]1[CH2:11][CH2:10][N:9]([C:12]([C:14]2[CH:15]=[C:16]([CH:21]=[CH:22][CH:23]=2)[C:17]([O:19]C)=[O:18])=[O:13])[CH2:8][CH2:7]1)(=[O:5])[CH:2]([CH3:4])[CH3:3].O.[OH-].[Li+].Cl, predict the reaction product. The product is: [C:1]([N:6]1[CH2:11][CH2:10][N:9]([C:12]([C:14]2[CH:15]=[C:16]([CH:21]=[CH:22][CH:23]=2)[C:17]([OH:19])=[O:18])=[O:13])[CH2:8][CH2:7]1)(=[O:5])[CH:2]([CH3:4])[CH3:3]. (4) Given the reactants [C:1]([C:4]1[CH:9]=[N:8][N:7]2[CH:10]=[C:11]([C:13]([NH:15][NH2:16])=[O:14])[CH:12]=[C:6]2[C:5]=1[NH:17][C@@H:18]1[CH2:22][CH2:21][C@@:20]([NH:24][C:25](=[O:31])[O:26][C:27]([CH3:30])([CH3:29])[CH3:28])([CH3:23])[C:19]1([CH3:33])[CH3:32])(=[O:3])[NH2:2].[C:34](N1C=CN=C1)(N1C=CN=C1)=[S:35].[CH3:46]CN(CC)CC.CI, predict the reaction product. The product is: [C:1]([C:4]1[CH:9]=[N:8][N:7]2[CH:10]=[C:11]([C:13]3[O:14][C:46]([S:35][CH3:34])=[N:16][N:15]=3)[CH:12]=[C:6]2[C:5]=1[NH:17][C@@H:18]1[CH2:22][CH2:21][C@@:20]([NH:24][C:25](=[O:31])[O:26][C:27]([CH3:30])([CH3:29])[CH3:28])([CH3:23])[C:19]1([CH3:33])[CH3:32])(=[O:3])[NH2:2]. (5) Given the reactants [Cl:1][C:2]1[CH:3]=[CH:4][C:5]([S:21][S:21][C:5]2[CH:4]=[CH:3][C:2]([Cl:1])=[CH:7][C:6]=2[NH:8][S:9]([C:12]2[O:13][C:14]3[CH:20]=[CH:19][CH:18]=[CH:17][C:15]=3[CH:16]=2)(=[O:11])=[O:10])=[C:6]([NH:8][S:9]([C:12]2[O:13][C:14]3[CH:20]=[CH:19][CH:18]=[CH:17][C:15]=3[CH:16]=2)(=[O:11])=[O:10])[CH:7]=1.Br[CH2:44][C:45]1[CH:49]=[CH:48][N:47]([C:50]([O:52][C:53]([CH3:56])([CH3:55])[CH3:54])=[O:51])[N:46]=1, predict the reaction product. The product is: [O:13]1[C:14]2[CH:20]=[CH:19][CH:18]=[CH:17][C:15]=2[CH:16]=[C:12]1[S:9]([NH:8][C:6]1[CH:7]=[C:2]([Cl:1])[CH:3]=[CH:4][C:5]=1[S:21][CH2:44][C:45]1[CH:49]=[CH:48][N:47]([C:50]([O:52][C:53]([CH3:56])([CH3:55])[CH3:54])=[O:51])[N:46]=1)(=[O:11])=[O:10]. (6) Given the reactants [F:1][CH:2]([C:7]1[CH:12]=[CH:11][CH:10]=[C:9](I)[CH:8]=1)[CH2:3][CH2:4][CH:5]=[CH2:6].[F:14][CH:15]([F:25])[O:16][C:17]1[CH:22]=[CH:21][C:20]([C:23]#[CH:24])=[CH:19][CH:18]=1, predict the reaction product. The product is: [F:14][CH:15]([F:25])[O:16][C:17]1[CH:22]=[CH:21][C:20]([C:23]#[C:24][C:9]2[CH:10]=[CH:11][CH:12]=[C:7]([CH:2]([F:1])[CH2:3][CH2:4][CH:5]=[CH2:6])[CH:8]=2)=[CH:19][CH:18]=1. (7) The product is: [C:31]([O:30][C:28]([N:25]1[CH2:26][CH2:27][CH:22]([C:20]2[N:5]3[N:6]=[C:7]4[C:3]([C:2]([Br:1])=[CH:10][CH:9]=[CH:8]4)=[C:4]3[NH:11][C:15](=[O:14])[CH:16]=2)[CH2:23][CH:24]1[CH3:35])=[O:29])([CH3:34])([CH3:33])[CH3:32]. Given the reactants [Br:1][C:2]1[CH:10]=[CH:9][CH:8]=[C:7]2[C:3]=1[C:4]([NH2:11])=[N:5][NH:6]2.CC1(C)OC(=O)[CH:16]([C:20]([C@H:22]2[CH2:27][CH2:26][N:25]([C:28]([O:30][C:31]([CH3:34])([CH3:33])[CH3:32])=[O:29])[C@@H:24]([CH3:35])[CH2:23]2)=O)[C:15](=O)[O:14]1, predict the reaction product.